From a dataset of Reaction yield outcomes from USPTO patents with 853,638 reactions. Predict the reaction yield, written as a fraction of the theoretical maximum amount of product (1.0 means a 100% yield; for example, 0.34 means a 34% yield). (1) The reactants are [CH3:1][O:2][C:3]1[C:8]([N+:9]([O-:11])=[O:10])=[CH:7][C:6]([CH3:12])=[CH:5][C:4]=1B1OC(C)(C)C(C)(C)O1.Br[C:23]1[S:27][C:26]([C:28]([OH:30])=[O:29])=[CH:25][CH:24]=1.C(=O)([O-])[O-].[Na+].[Na+]. The catalyst is O1CCOCC1.O.C1C=CC([P]([Pd]([P](C2C=CC=CC=2)(C2C=CC=CC=2)C2C=CC=CC=2)([P](C2C=CC=CC=2)(C2C=CC=CC=2)C2C=CC=CC=2)[P](C2C=CC=CC=2)(C2C=CC=CC=2)C2C=CC=CC=2)(C2C=CC=CC=2)C2C=CC=CC=2)=CC=1. The product is [N+:9]([C:8]1[C:3]([O:2][CH3:1])=[C:4]([C:23]2[S:27][C:26]([C:28]([OH:30])=[O:29])=[CH:25][CH:24]=2)[CH:5]=[C:6]([CH3:12])[CH:7]=1)([O-:11])=[O:10]. The yield is 0.736. (2) The reactants are [Br:1][C:2]1[CH:3]=[C:4]([CH2:8][C:9]([N:11]2[CH2:16][CH2:15][O:14][CH2:13][CH2:12]2)=O)[CH:5]=[N:6][CH:7]=1.B.C([O-])(O)=O.[Na+]. The catalyst is C1COCC1.O.CCOC(C)=O.CC1(C)C(C2C=NC(C)=C([N+]([O-])=O)C=2)=CCNC1. The product is [Br:1][C:2]1[CH:3]=[C:4]([CH2:8][CH2:9][N:11]2[CH2:16][CH2:15][O:14][CH2:13][CH2:12]2)[CH:5]=[N:6][CH:7]=1. The yield is 0.530. (3) The product is [Br:1][C:2]1[CH:13]=[CH:12][C:5]([C:6]([C:25]2[CH:26]=[CH:27][C:22]([O:21][CH:16]3[CH2:17][CH2:18][CH2:19][CH2:20][O:15]3)=[CH:23][CH:24]=2)=[O:7])=[CH:4][C:3]=1[F:14]. The reactants are [Br:1][C:2]1[CH:13]=[CH:12][C:5]([C:6](N(OC)C)=[O:7])=[CH:4][C:3]=1[F:14].[O:15]1[CH2:20][CH2:19][CH2:18][CH2:17][CH:16]1[O:21][C:22]1[CH:27]=[CH:26][C:25]([Mg]Br)=[CH:24][CH:23]=1. The yield is 0.760. The catalyst is O1CCCC1. (4) The reactants are [O:1]1[CH2:6][CH2:5][CH2:4][O:3][CH:2]1[CH2:7][CH2:8][Mg]Br.[Br:11][C:12]1[CH:19]=[CH:18][C:15]([CH:16]=[O:17])=[CH:14][CH:13]=1.C(OCC)(=O)C. The catalyst is C1COCC1. The product is [Br:11][C:12]1[CH:19]=[CH:18][C:15]([CH:16]([OH:17])[CH2:8][CH2:7][CH:2]2[O:3][CH2:4][CH2:5][CH2:6][O:1]2)=[CH:14][CH:13]=1. The yield is 1.00. (5) The reactants are [I:1][C:2]1[C:3]([NH:11]C(=O)C)=[CH:4][C:5]2[O:9][CH2:8][O:7][C:6]=2[CH:10]=1.[OH-].[Na+]. The catalyst is C(O)C.O. The product is [I:1][C:2]1[C:3]([NH2:11])=[CH:4][C:5]2[O:9][CH2:8][O:7][C:6]=2[CH:10]=1. The yield is 0.980. (6) The reactants are [Br:1][C:2]1[CH:3]=[C:4]([C:11]([NH2:13])=O)[CH:5]=[C:6]2[C:10]=1[CH2:9][CH2:8][CH2:7]2.O=P(Cl)(Cl)Cl.C(N(CC)CC)C. The catalyst is C(Cl)Cl. The product is [Br:1][C:2]1[CH:3]=[C:4]([C:11]#[N:13])[CH:5]=[C:6]2[C:10]=1[CH2:9][CH2:8][CH2:7]2. The yield is 0.660. (7) The reactants are Br[C:2]1[CH:7]=[CH:6][N:5]=[C:4]([NH2:8])[C:3]=1[N+:9]([O-:11])=[O:10].[CH3:12][N:13]1[CH2:18][CH2:17][NH:16][CH2:15][CH2:14]1. The catalyst is CCOC(C)=O.O. The product is [CH3:12][N:13]1[CH2:18][CH2:17][N:16]([C:2]2[CH:7]=[CH:6][N:5]=[C:4]([NH2:8])[C:3]=2[N+:9]([O-:11])=[O:10])[CH2:15][CH2:14]1. The yield is 0.661.